From a dataset of Reaction yield outcomes from USPTO patents with 853,638 reactions. Predict the reaction yield, written as a fraction of the theoretical maximum amount of product (1.0 means a 100% yield; for example, 0.34 means a 34% yield). (1) The reactants are [CH:1]1([CH2:6][CH2:7][CH2:8][CH:9]=[O:10])[CH2:5][CH2:4][CH2:3][CH2:2]1.[BH4-].[Na+]. The catalyst is C(O)C. The product is [CH:1]1([CH2:6][CH2:7][CH2:8][CH2:9][OH:10])[CH2:5][CH2:4][CH2:3][CH2:2]1. The yield is 0.630. (2) The reactants are [CH:1]1([C:4](Cl)=[O:5])[CH2:3][CH2:2]1.[CH2:7]([NH:14][C:15]([C:17]1[S:21][C:20]([NH2:22])=[N:19][C:18]=1[CH3:23])=[O:16])[C:8]1[CH:13]=[CH:12][CH:11]=[CH:10][CH:9]=1. No catalyst specified. The product is [CH2:7]([NH:14][C:15]([C:17]1[S:21][C:20]([NH:22][C:4]([CH:1]2[CH2:3][CH2:2]2)=[O:5])=[N:19][C:18]=1[CH3:23])=[O:16])[C:8]1[CH:13]=[CH:12][CH:11]=[CH:10][CH:9]=1. The yield is 0.870. (3) The reactants are Br[C:2]1[CH:28]=[CH:27][C:5]2[N:6]([C:23]([CH3:26])([CH3:25])[CH3:24])[C:7]([C:9]3[CH:14]=[C:13]([CH2:15][O:16][CH3:17])[CH:12]=[CH:11][C:10]=3[N:18]3[CH:22]=[N:21][CH:20]=[N:19]3)=[N:8][C:4]=2[CH:3]=1.[NH2:29][C:30]1[N:35]=[CH:34][C:33](B2OC(C)(C)C(C)(C)O2)=[CH:32][N:31]=1.C([O-])([O-])=O.[Na+].[Na+]. The catalyst is CN(C=O)C.CCOC(C)=O.C1C=CC([P]([Pd]([P](C2C=CC=CC=2)(C2C=CC=CC=2)C2C=CC=CC=2)([P](C2C=CC=CC=2)(C2C=CC=CC=2)C2C=CC=CC=2)[P](C2C=CC=CC=2)(C2C=CC=CC=2)C2C=CC=CC=2)(C2C=CC=CC=2)C2C=CC=CC=2)=CC=1. The product is [C:23]([N:6]1[C:5]2[CH:27]=[CH:28][C:2]([C:33]3[CH:32]=[N:31][C:30]([NH2:29])=[N:35][CH:34]=3)=[CH:3][C:4]=2[N:8]=[C:7]1[C:9]1[CH:14]=[C:13]([CH2:15][O:16][CH3:17])[CH:12]=[CH:11][C:10]=1[N:18]1[CH:22]=[N:21][CH:20]=[N:19]1)([CH3:25])([CH3:26])[CH3:24]. The yield is 0.830. (4) The reactants are [CH2:1]([S:5][C:6]1[N:14]=[C:13]2[C:9]([N:10]=[CH:11][N:12]2[C@@H:15]2[O:27][C@H:26]([CH2:28][O:29]C(=O)C)[C@@H:21]([O:22]C(=O)C)[C@H:16]2[O:17]C(=O)C)=[C:8](Cl)[N:7]=1)[CH2:2][CH2:3]C.C(N(CC)CC)C.[CH2:41]([NH2:47])[CH2:42][CH2:43][CH2:44][CH2:45][CH3:46].[Na]. The catalyst is C(O)C.CO.CCOC(C)=O. The product is [CH2:1]([S:5][C:6]1[N:14]=[C:13]2[C:9]([N:10]=[CH:11][N:12]2[C@@H:15]2[O:27][C@H:26]([CH2:28][OH:29])[C@@H:21]([OH:22])[C@H:16]2[OH:17])=[C:8]([NH:47][CH2:41][CH2:42][CH2:43][CH2:44][CH2:45][CH3:46])[N:7]=1)[CH2:2][CH3:3]. The yield is 0.840. (5) The reactants are [Br:1][C:2]1[CH:7]=[CH:6][C:5]([CH2:8][C:9]([O:11][CH2:12][CH3:13])=[O:10])=[CH:4][CH:3]=1.[H-].[Na+].[CH3:16]I.[NH4+].[Cl-]. The catalyst is CN(C=O)C. The product is [CH2:12]([O:11][C:9](=[O:10])[CH:8]([C:5]1[CH:4]=[CH:3][C:2]([Br:1])=[CH:7][CH:6]=1)[CH3:16])[CH3:13]. The yield is 0.370. (6) The reactants are [Cl:1][C:2]1[CH:3]=[C:4]([NH2:20])[C:5]([NH2:19])=[CH:6][C:7]=1[O:8][C:9]1[CH:14]=[CH:13][C:12]([C:15]([F:18])([F:17])[F:16])=[CH:11][CH:10]=1.O.C(=O)(O)[O-].[Na+].[F:27][C:28]([F:36])([F:35])[C:29]([F:34])([F:33])[C:30](O)=O. No catalyst specified. The product is [Cl:1][C:2]1[C:7]([O:8][C:9]2[CH:14]=[CH:13][C:12]([C:15]([F:18])([F:16])[F:17])=[CH:11][CH:10]=2)=[CH:6][C:5]2[NH:19][C:30]([C:29]([F:34])([F:33])[C:28]([F:36])([F:35])[F:27])=[N:20][C:4]=2[CH:3]=1. The yield is 0.497. (7) The yield is 0.260. The catalyst is CN(C)C=O. The reactants are Cl[CH:2]([N:7]=[C:8](Cl)[C:9]1[CH:14]=[CH:13][C:12]([Cl:15])=[CH:11][CH:10]=1)[C:3]([F:6])([F:5])[F:4].[C:17]([O:21][CH3:22])(=[O:20])[CH:18]=[CH2:19].N12CCCN=C1CCCCC2. The product is [Cl:15][C:12]1[CH:13]=[CH:14][C:9]([C:8]2[NH:7][C:2]([C:3]([F:6])([F:5])[F:4])=[CH:19][C:18]=2[C:17]([O:21][CH3:22])=[O:20])=[CH:10][CH:11]=1. (8) The reactants are [CH:1]([C:3]1[C:8]2[C:9](=[O:14])[C:10]([CH3:13])([CH3:12])[O:11][C:7]=2[C:6]([CH3:15])=[C:5]([CH3:16])[C:4]=1[N:17]1[CH2:22][CH2:21][N:20]([C:23]2[CH:28]=[CH:27][C:26]([O:29][CH3:30])=[CH:25][CH:24]=2)[CH2:19][CH2:18]1)=[CH2:2]. The catalyst is [C].[Pd].C(O)C. The product is [CH2:1]([C:3]1[C:8]2[C:9](=[O:14])[C:10]([CH3:13])([CH3:12])[O:11][C:7]=2[C:6]([CH3:15])=[C:5]([CH3:16])[C:4]=1[N:17]1[CH2:22][CH2:21][N:20]([C:23]2[CH:24]=[CH:25][C:26]([O:29][CH3:30])=[CH:27][CH:28]=2)[CH2:19][CH2:18]1)[CH3:2]. The yield is 0.360. (9) The reactants are C([O:3][C:4]([C:6]1[CH:7]=[N:8][C:9]2[C:14]([C:15]=1[Br:16])=[CH:13][C:12]([O:17][CH3:18])=[CH:11][CH:10]=2)=[O:5])C.[OH-].[Na+].CO.C(Cl)Cl.Cl. The catalyst is C1COCC1. The product is [Br:16][C:15]1[C:14]2[C:9](=[CH:10][CH:11]=[C:12]([O:17][CH3:18])[CH:13]=2)[N:8]=[CH:7][C:6]=1[C:4]([OH:5])=[O:3]. The yield is 0.910.